This data is from Full USPTO retrosynthesis dataset with 1.9M reactions from patents (1976-2016). The task is: Predict the reactants needed to synthesize the given product. (1) Given the product [CH3:25][O:24][CH:10]([CH2:9][NH:8][C:26]1[CH:27]=[CH:28][C:29]([C:32]([F:33])([F:35])[F:34])=[CH:30][CH:31]=1)[CH2:11][O:12][C:13]1[CH:23]=[CH:22][CH:21]=[CH:20][C:14]=1[CH2:15][O:16][C:17](=[O:19])[CH3:18], predict the reactants needed to synthesize it. The reactants are: C(OC([N:8]([C:26]1[CH:31]=[CH:30][C:29]([C:32]([F:35])([F:34])[F:33])=[CH:28][CH:27]=1)[CH2:9][CH:10]([O:24][CH3:25])[CH2:11][O:12][C:13]1[CH:23]=[CH:22][CH:21]=[CH:20][C:14]=1[CH2:15][O:16][C:17](=[O:19])[CH3:18])=O)(C)(C)C.FC(F)(F)C(O)=O. (2) Given the product [C:1]([O:5][C:6]([N:8]1[CH2:13][CH2:12][N:11]2[C@@H:10]([CH2:18][O:19][CH2:15][C:14]2=[O:17])[CH2:9]1)=[O:7])([CH3:4])([CH3:3])[CH3:2], predict the reactants needed to synthesize it. The reactants are: [C:1]([O:5][C:6]([N:8]1[CH2:13][CH2:12][N:11]([C:14](=[O:17])[CH2:15]Cl)[C@@H:10]([CH2:18][OH:19])[CH2:9]1)=[O:7])([CH3:4])([CH3:3])[CH3:2].CC(C)([O-])C.[K+].C(O)(=O)C. (3) The reactants are: [F:1][C:2]1[CH:3]=[C:4]([CH:7]=[CH:8][C:9]=1[C:10]1[C:19]([C:20]2[CH:25]=[CH:24][CH:23]=[CH:22][CH:21]=2)=[CH:18][C:17]2[C:12](=[CH:13][CH:14]=[N:15][C:16]=2[O:26][CH3:27])[N:11]=1)[C:5]#[N:6].N.O.[H][H]. Given the product [F:1][C:2]1[CH:3]=[C:4]([CH2:5][NH2:6])[CH:7]=[CH:8][C:9]=1[C:10]1[C:19]([C:20]2[CH:25]=[CH:24][CH:23]=[CH:22][CH:21]=2)=[CH:18][C:17]2[C:12](=[CH:13][CH:14]=[N:15][C:16]=2[O:26][CH3:27])[N:11]=1, predict the reactants needed to synthesize it.